From a dataset of Full USPTO retrosynthesis dataset with 1.9M reactions from patents (1976-2016). Predict the reactants needed to synthesize the given product. (1) Given the product [S:22]1[C:26]([C:2]2[CH2:6][CH2:5][CH2:4][C:3]=2[N:7]2[C:15]3[CH:14]=[CH:13][C:12]([CH3:16])=[CH:11][C:10]=3[C:9]3[CH2:17][N:18]([CH3:21])[CH2:19][CH2:20][C:8]2=3)=[CH:25][C:24]2[CH:30]=[CH:31][CH:32]=[CH:33][C:23]1=2, predict the reactants needed to synthesize it. The reactants are: Br[C:2]1[CH2:6][CH2:5][CH2:4][C:3]=1[N:7]1[C:15]2[CH:14]=[CH:13][C:12]([CH3:16])=[CH:11][C:10]=2[C:9]2[CH2:17][N:18]([CH3:21])[CH2:19][CH2:20][C:8]1=2.[S:22]1[C:26](B(O)O)=[CH:25][C:24]2[CH:30]=[CH:31][CH:32]=[CH:33][C:23]1=2.C(=O)([O-])[O-].[K+].[K+].O. (2) The reactants are: [CH:1]1([N:6]2[CH2:12][C:11]([F:14])([F:13])[C:10](=[O:15])[N:9]([CH3:16])[C:8]3[CH:17]=[N:18][C:19]([NH:21][C:22]4[CH:30]=[CH:29][C:25]([C:26](O)=[O:27])=[CH:24][C:23]=4[O:31][CH3:32])=[N:20][C:7]2=3)[CH2:5][CH2:4][CH2:3][CH2:2]1.[CH:33]([NH:36][CH2:37][CH2:38][CH2:39][NH2:40])([CH3:35])[CH3:34].F[P-](F)(F)(F)(F)F.CN(C(N(C)C)=[N+]1C2C(=NC=CC=2)[N+]([O-])=N1)C.ON1C2C=CC=CC=2N=N1.C(N(C(C)C)CC)(C)C. Given the product [CH:1]1([N:6]2[CH2:12][C:11]([F:14])([F:13])[C:10](=[O:15])[N:9]([CH3:16])[C:8]3[CH:17]=[N:18][C:19]([NH:21][C:22]4[CH:30]=[CH:29][C:25]([C:26]([NH:40][CH2:39][CH2:38][CH2:37][NH:36][CH:33]([CH3:35])[CH3:34])=[O:27])=[CH:24][C:23]=4[O:31][CH3:32])=[N:20][C:7]2=3)[CH2:5][CH2:4][CH2:3][CH2:2]1, predict the reactants needed to synthesize it. (3) Given the product [S:24]1[CH:25]=[CH:26][N:27]=[C:23]1[NH:22][C:18]1[N:17]=[C:16]([CH2:15][C:2]2([OH:1])[CH2:7][CH2:6][NH:5][CH2:4][CH2:3]2)[CH:21]=[CH:20][CH:19]=1, predict the reactants needed to synthesize it. The reactants are: [OH:1][C:2]1([CH2:15][C:16]2[CH:21]=[CH:20][CH:19]=[C:18]([NH:22][C:23]3[S:24][CH:25]=[CH:26][N:27]=3)[N:17]=2)[CH2:7][CH2:6][N:5](C(OC(C)(C)C)=O)[CH2:4][CH2:3]1.FC(F)(F)C(O)=O. (4) The reactants are: [CH2:1]([NH:8][C:9]([NH:11][NH2:12])=[O:10])[C:2]1[CH:7]=[CH:6][CH:5]=[CH:4][CH:3]=1.[CH:13](N(C(C)C)CC)(C)C.[C:22]([O-:25])([O-])=[O:23].[K+].[K+].[C:28](OC(=O)CBr)([CH3:31])([CH3:30])[CH3:29]. Given the product [C:28]([CH:31]([N:11]([C:9](=[O:10])[NH:8][CH2:1][C:2]1[CH:7]=[CH:6][CH:5]=[CH:4][CH:3]=1)[NH2:12])[C:22]([OH:25])=[O:23])([CH3:13])([CH3:30])[CH3:29], predict the reactants needed to synthesize it. (5) The reactants are: C(N1C(C2CCN(C3COC3)CC2)=CC(C2C=C(C(F)(F)F)C(N)=NC=2)=N1)(C)C.I[C:31]1[CH:35]=[C:34]([CH:36]2[CH2:41][CH2:40][N:39]([C:42](=[O:44])[CH3:43])[CH2:38][CH2:37]2)[N:33]([CH3:45])[N:32]=1.[F:46][C:47]([F:67])([F:66])[C:48]1[C:56]2[C:51](=[N:52][CH:53]=[C:54](B3OC(C)(C)C(C)(C)O3)[CH:55]=2)[NH:50][CH:49]=1. Given the product [CH3:45][N:33]1[C:34]([CH:36]2[CH2:41][CH2:40][N:39]([C:42](=[O:44])[CH3:43])[CH2:38][CH2:37]2)=[CH:35][C:31]([C:54]2[CH:55]=[C:56]3[C:48]([C:47]([F:66])([F:67])[F:46])=[CH:49][NH:50][C:51]3=[N:52][CH:53]=2)=[N:32]1, predict the reactants needed to synthesize it. (6) The reactants are: [O:1]([CH2:8][C:9]1[N:13]2[CH:14]=[CH:15][CH:16]=[CH:17][C:12]2=[N:11][C:10]=1[C:18]([O:20]CC)=[O:19])[C:2]1[CH:7]=[CH:6][CH:5]=[CH:4][CH:3]=1.[OH-].[Na+:24]. Given the product [O:1]([CH2:8][C:9]1[N:13]2[CH:14]=[CH:15][CH:16]=[CH:17][C:12]2=[N:11][C:10]=1[C:18]([O-:20])=[O:19])[C:2]1[CH:7]=[CH:6][CH:5]=[CH:4][CH:3]=1.[Na+:24], predict the reactants needed to synthesize it. (7) Given the product [Cl:22][C:17]1[CH:16]=[C:15]([C:13]2[N:14]=[C:10]([C:8]3[CH:9]=[C:4]([C:3]([OH:2])=[O:24])[C:5]([C:31]4[CH:32]=[CH:33][C:28]([N+:25]([O-:27])=[O:26])=[CH:29][CH:30]=4)=[CH:6][CH:7]=3)[S:11][CH:12]=2)[CH:20]=[CH:19][C:18]=1[Cl:21], predict the reactants needed to synthesize it. The reactants are: C[O:2][C:3](=[O:24])[C:4]1[CH:9]=[C:8]([C:10]2[S:11][CH:12]=[C:13]([C:15]3[CH:20]=[CH:19][C:18]([Cl:21])=[C:17]([Cl:22])[CH:16]=3)[N:14]=2)[CH:7]=[CH:6][C:5]=1Br.[N+:25]([C:28]1[CH:33]=[CH:32][C:31](B(O)O)=[CH:30][CH:29]=1)([O-:27])=[O:26]. (8) The reactants are: C([O:5][C:6](=[O:19])[C:7]([S:10][C:11]1[S:12][CH:13]=[C:14]([CH2:16][CH2:17][OH:18])[N:15]=1)([CH3:9])[CH3:8])(C)(C)C.[Cl:20][C:21]1[CH:26]=[CH:25][C:24](O)=[CH:23][N:22]=1.[Cl:28][C:29]1[CH:34]=[CH:33][C:32](OB(O)O)=[CH:31][CH:30]=1.Cl.C(OCC)(=O)C. Given the product [ClH:20].[Cl:28][C:29]1[CH:34]=[CH:33][C:32]([C:21]2[N:22]=[CH:23][C:24]([O:18][CH2:17][CH2:16][C:14]3[N:15]=[C:11]([S:10][C:7]([CH3:8])([CH3:9])[C:6]([OH:5])=[O:19])[S:12][CH:13]=3)=[CH:25][CH:26]=2)=[CH:31][CH:30]=1, predict the reactants needed to synthesize it.